Dataset: Reaction yield outcomes from USPTO patents with 853,638 reactions. Task: Predict the reaction yield, written as a fraction of the theoretical maximum amount of product (1.0 means a 100% yield; for example, 0.34 means a 34% yield). (1) The reactants are [Br:1][C:2]1[CH:7]=[CH:6][C:5]([C:8]2[N:9]=[C:10]([C:22]3[CH:27]=[CH:26][C:25]([F:28])=[CH:24][CH:23]=3)[O:11][C:12]=2[C@@H:13]2[CH2:18][CH2:17][CH2:16][CH2:15][C@H:14]2[C:19](O)=[O:20])=[CH:4][CH:3]=1.CN(C(ON1N=[N:44][C:39]2[CH:40]=[CH:41]C=[N:43][C:38]1=2)=[N+](C)C)C.F[P-](F)(F)(F)(F)F.CCN(C(C)C)C(C)C. The catalyst is CN(C=O)C. The product is [Br:1][C:2]1[CH:7]=[CH:6][C:5]([C:8]2[N:9]=[C:10]([C:22]3[CH:23]=[CH:24][C:25]([F:28])=[CH:26][CH:27]=3)[O:11][C:12]=2[C@@H:13]2[CH2:18][CH2:17][CH2:16][CH2:15][C@H:14]2[C:19]([NH:44][C:39]2([C:38]#[N:43])[CH2:41][CH2:40]2)=[O:20])=[CH:4][CH:3]=1. The yield is 0.660. (2) The reactants are CO[C:3]([C:5]1[CH:10]=[N:9][C:8]([NH:11][CH2:12][C:13]2[C:14]([C:19]3[CH:24]=[CH:23][CH:22]=[CH:21][CH:20]=3)=[N:15][O:16][C:17]=2[CH3:18])=[CH:7][N:6]=1)=[O:4].[CH:25]1([NH2:28])[CH2:27][CH2:26]1. No catalyst specified. The product is [CH:25]1([NH:28][C:3]([C:5]2[CH:10]=[N:9][C:8]([NH:11][CH2:12][C:13]3[C:14]([C:19]4[CH:20]=[CH:21][CH:22]=[CH:23][CH:24]=4)=[N:15][O:16][C:17]=3[CH3:18])=[CH:7][N:6]=2)=[O:4])[CH2:27][CH2:26]1. The yield is 0.860.